From a dataset of Full USPTO retrosynthesis dataset with 1.9M reactions from patents (1976-2016). Predict the reactants needed to synthesize the given product. (1) Given the product [Cl:1][C:2]1[CH:11]=[C:10]([Cl:12])[C:9]([B:13]2[O:17][C:16]([CH3:19])([CH3:18])[C:15]([CH3:21])([CH3:20])[O:14]2)=[CH:8][C:3]=1[C:4]([O:6][CH3:7])=[O:5], predict the reactants needed to synthesize it. The reactants are: [Cl:1][C:2]1[CH:11]=[C:10]([Cl:12])[CH:9]=[CH:8][C:3]=1[C:4]([O:6][CH3:7])=[O:5].[B:13]1([B:13]2[O:17][C:16]([CH3:19])([CH3:18])[C:15]([CH3:21])([CH3:20])[O:14]2)[O:17][C:16]([CH3:19])([CH3:18])[C:15]([CH3:21])([CH3:20])[O:14]1.C(C1C=CN=C(C2C=C(C(C)(C)C)C=CN=2)C=1)(C)(C)C. (2) Given the product [C:30]([Si:27]([O:34][CH2:35][CH2:36][O:37][C:38]1[CH:43]=[CH:42][C:41]([CH2:44][I:1])=[CH:40][CH:39]=1)([CH3:29])[CH3:28])([CH3:33])([CH3:32])[CH3:31], predict the reactants needed to synthesize it. The reactants are: [I:1]I.N1C=CN=C1.C1(P(C2C=CC=CC=2)C2C=CC=CC=2)C=CC=CC=1.[Si:27]([O:34][CH2:35][CH2:36][O:37][C:38]1[CH:43]=[CH:42][C:41]([CH2:44]O)=[CH:40][CH:39]=1)([C:30]([CH3:33])([CH3:32])[CH3:31])([CH3:29])[CH3:28].